Dataset: Retrosynthesis with 50K atom-mapped reactions and 10 reaction types from USPTO. Task: Predict the reactants needed to synthesize the given product. (1) Given the product Cc1cc(C)c(CNC(=O)c2ccc(C(C)Oc3ncccn3)cc2)c(O)n1, predict the reactants needed to synthesize it. The reactants are: CC(Oc1ncccn1)c1ccc(C(=O)O)cc1.Cc1cc(C)c(CN)c(O)n1. (2) Given the product O=c1c2ccccc2c(-c2ccccc2)cn1CCCO, predict the reactants needed to synthesize it. The reactants are: O=c1[nH]cc(-c2ccccc2)c2ccccc12.OCCCCl. (3) Given the product CCOC(=O)CCc1cn(Cc2ccc(OCc3nc(-c4ccccc4)sc3C)cc2)cc1-c1ccccc1, predict the reactants needed to synthesize it. The reactants are: CCOC(=O)CCc1cn(Cc2ccc(O)cc2)cc1-c1ccccc1.Cc1sc(-c2ccccc2)nc1CCl. (4) Given the product CC(C)(C)OC(=O)N1CCC(CCS(=O)(=O)c2ccc(C(N)=O)cc2)CC1, predict the reactants needed to synthesize it. The reactants are: CCOC(=O)c1ccc(S(=O)(=O)CCC2CCN(C(=O)OC(C)(C)C)CC2)cc1.N. (5) Given the product CC(C)(C)OC(=O)Nc1cccc(CCOc2ccc3c(c2)CCC(CC(=O)O)C3)n1, predict the reactants needed to synthesize it. The reactants are: CCOC(=O)CC1CCc2cc(OCCc3cccc(NC(=O)OC(C)(C)C)n3)ccc2C1.